This data is from Forward reaction prediction with 1.9M reactions from USPTO patents (1976-2016). The task is: Predict the product of the given reaction. (1) Given the reactants [CH2:1]([O:3][C:4]1[C:5](/[C:16](/[CH3:29])=[C:17](/[F:28])\[CH:18]=[CH:19]\[C:20](\[CH3:27])=[CH:21]\[C:22]([O:24]CC)=[O:23])=[CH:6][C:7]2[CH:8]=[CH:9][CH2:10][C:11]([CH3:15])([CH3:14])[C:12]=2[CH:13]=1)[CH3:2].[OH-].[Na+].Cl, predict the reaction product. The product is: [CH2:1]([O:3][C:4]1[C:5](/[C:16](/[CH3:29])=[C:17](/[F:28])\[CH:18]=[CH:19]\[C:20](\[CH3:27])=[CH:21]\[C:22]([OH:24])=[O:23])=[CH:6][C:7]2[CH:8]=[CH:9][CH2:10][C:11]([CH3:15])([CH3:14])[C:12]=2[CH:13]=1)[CH3:2]. (2) Given the reactants [F:1][C:2]1[CH:3]=[C:4]2[C:8](=[CH:9][CH:10]=1)[N:7]([CH2:11][C:12]([O:14][CH3:15])=[O:13])[C:6]([CH3:16])=[C:5]2[CH2:17][C:18]1[CH:23]=[CH:22][C:21](=[O:24])[NH:20][N:19]=1.Br[CH2:26][C:27]1[CH:32]=[CH:31][C:30]([C:33]([OH:36])([CH3:35])[CH3:34])=[CH:29][CH:28]=1.C(=O)([O-])[O-].[K+].[K+].C1(N2C(=O)C3C(=CC=CC=3)C(C3C4C(=CC=C(F)C=4)N(CC(O)=O)C=3C)=N2)CC1, predict the reaction product. The product is: [F:1][C:2]1[CH:3]=[C:4]2[C:8](=[CH:9][CH:10]=1)[N:7]([CH2:11][C:12]([O:14][CH3:15])=[O:13])[C:6]([CH3:16])=[C:5]2[CH2:17][C:18]1[CH:23]=[CH:22][C:21](=[O:24])[N:20]([CH2:26][C:27]2[CH:32]=[CH:31][C:30]([C:33]([OH:36])([CH3:34])[CH3:35])=[CH:29][CH:28]=2)[N:19]=1. (3) Given the reactants Br[C:2]1[CH:3]=[N:4][C:5]2[N:6]([CH:8]=[C:9]([CH2:11][O:12][C:13]3[CH:14]=[N:15][CH:16]=[C:17]([F:19])[CH:18]=3)[N:10]=2)[CH:7]=1.[F:20][C:21]1[CH:26]=[CH:25][C:24](B(O)O)=[C:23]([OH:30])[CH:22]=1, predict the reaction product. The product is: [F:20][C:21]1[CH:26]=[CH:25][C:24]([C:2]2[CH:3]=[N:4][C:5]3[N:6]([CH:8]=[C:9]([CH2:11][O:12][C:13]4[CH:14]=[N:15][CH:16]=[C:17]([F:19])[CH:18]=4)[N:10]=3)[CH:7]=2)=[C:23]([OH:30])[CH:22]=1. (4) Given the reactants Cl[C:2]1[CH:8]=[C:7]([C:9]#[C:10][CH3:11])[C:5]([NH2:6])=[C:4]([F:12])[CH:3]=1.FC1C=[C:19]([S:21](C)(=[O:23])=[O:22])C=C(I)C=1N.C#CC, predict the reaction product. The product is: [F:12][C:4]1[CH:3]=[C:2]([S:21]([CH3:19])(=[O:23])=[O:22])[CH:8]=[C:7]([C:9]#[C:10][CH3:11])[C:5]=1[NH2:6]. (5) Given the reactants [CH3:1][C:2]([CH3:35])([O:4][C:5]([N:7]([C:28]([O:30][C:31]([CH3:34])([CH3:33])[CH3:32])=[O:29])[C:8]1[C:13]([C:14]2[N:18]([C:19]3[CH:24]=[CH:23][CH:22]=[C:21]([F:25])[C:20]=3[F:26])[N:17]=[N:16][N:15]=2)=[CH:12][C:11](Br)=[CH:10][N:9]=1)=[O:6])[CH3:3].[C:36]([Si:38]([CH3:41])([CH3:40])[CH3:39])#[CH:37], predict the reaction product. The product is: [CH3:1][C:2]([CH3:35])([O:4][C:5]([N:7]([C:28]([O:30][C:31]([CH3:34])([CH3:33])[CH3:32])=[O:29])[C:8]1[C:13]([C:14]2[N:18]([C:19]3[CH:24]=[CH:23][CH:22]=[C:21]([F:25])[C:20]=3[F:26])[N:17]=[N:16][N:15]=2)=[CH:12][C:11]([C:37]#[C:36][Si:38]([CH3:41])([CH3:40])[CH3:39])=[CH:10][N:9]=1)=[O:6])[CH3:3]. (6) Given the reactants [CH:1]1([N:4]2[C:9]3[CH:10]=[CH:11][C:12]([C:14]([O:16]C)=[O:15])=[CH:13][C:8]=3[S:7](=[O:19])(=[O:18])[NH:6][CH2:5]2)[CH2:3][CH2:2]1.[OH-].[Na+], predict the reaction product. The product is: [C:14]([C:12]1[CH:11]=[CH:10][C:9]2[N:4]([CH:1]3[CH2:2][CH2:3]3)[CH2:5][NH:6][S:7](=[O:19])(=[O:18])[C:8]=2[CH:13]=1)([OH:16])=[O:15]. (7) The product is: [Cl:1][C:2]1[N:11]=[C:10]([N:24]([C:21]2[CH:22]=[CH:23][C:18]([O:17][CH3:16])=[CH:19][CH:20]=2)[CH3:25])[C:9]2[C:4](=[CH:5][CH:6]=[C:7]([N+:13]([O-:15])=[O:14])[CH:8]=2)[N:3]=1. Given the reactants [Cl:1][C:2]1[N:11]=[C:10](Cl)[C:9]2[C:4](=[CH:5][CH:6]=[C:7]([N+:13]([O-:15])=[O:14])[CH:8]=2)[N:3]=1.[CH3:16][O:17][C:18]1[CH:23]=[CH:22][C:21]([NH:24][CH3:25])=[CH:20][CH:19]=1.CC([O-])=O.[Na+], predict the reaction product. (8) Given the reactants [OH:1][C:2]1[CH:7]=[CH:6][C:5]([C:8]2[CH2:9][CH2:10][C:11](=[O:14])[NH:12][N:13]=2)=[CH:4][CH:3]=1.[N+](C1C=C(S([O-])(=O)=O)C=CC=1)([O-])=O.[Na+].Cl.O, predict the reaction product. The product is: [OH:1][C:2]1[CH:7]=[CH:6][C:5]([C:8]2[CH:9]=[CH:10][C:11](=[O:14])[NH:12][N:13]=2)=[CH:4][CH:3]=1. (9) Given the reactants [C:1]([C:4]1[O:5][CH:6]=[CH:7][CH:8]=1)(=[O:3])[CH3:2].[Br-].[Br-].[Br-].C([N+](CCCC)(CCCC)CCCC)CCC.C([N+](CCCC)(CCCC)CCCC)CCC.C([N+](CCCC)(CCCC)CCCC)CCC.[S-:63][C:64]#[N:65].[Na+].C(=O)([O-])O.[Na+], predict the reaction product. The product is: [O:5]1[CH:6]=[CH:7][CH:8]=[C:4]1[C:1]([CH2:2][S:63][C:64]#[N:65])=[O:3].